Predict the reaction yield, written as a fraction of the theoretical maximum amount of product (1.0 means a 100% yield; for example, 0.34 means a 34% yield). From a dataset of Reaction yield outcomes from USPTO patents with 853,638 reactions. (1) The reactants are [F:1][C:2]([F:32])([F:31])[CH2:3][O:4][C:5]1[CH:10]=[CH:9][C:8]([O:11][CH2:12][C:13]([F:16])([F:15])[F:14])=[CH:7][C:6]=1[S:17]([NH:20][CH2:21][C@H:22]1[CH2:27][CH2:26][C@H:25]([C:28]([NH2:30])=O)[CH2:24][CH2:23]1)(=[O:19])=[O:18]. The catalyst is C1COCC1. The product is [NH2:30][CH2:28][C@H:25]1[CH2:24][CH2:23][C@H:22]([CH2:21][NH:20][S:17]([C:6]2[CH:7]=[C:8]([O:11][CH2:12][C:13]([F:14])([F:15])[F:16])[CH:9]=[CH:10][C:5]=2[O:4][CH2:3][C:2]([F:32])([F:1])[F:31])(=[O:18])=[O:19])[CH2:27][CH2:26]1. The yield is 0.570. (2) The yield is 0.770. The catalyst is CO. The product is [ClH:19].[CH2:1]([C:3]1[C:4]([CH2:9][S:10][C:11]2[N:16]=[C:15]([OH:17])[CH:14]=[C:13]([CH3:18])[N:12]=2)=[N:5][N:6]([CH3:8])[CH:7]=1)[CH3:2]. The reactants are [CH2:1]([C:3]1[C:4]([CH2:9][S:10][C:11]2[N:16]=[C:15]([OH:17])[CH:14]=[C:13]([CH3:18])[N:12]=2)=[N:5][N:6]([CH3:8])[CH:7]=1)[CH3:2].[ClH:19].O1CCOCC1. (3) The reactants are [CH3:1][O:2][C:3]1[CH:20]=[CH:19][C:6]([CH2:7][N:8]2[C:13](=[O:14])[CH2:12][CH2:11][C:10]([C:15]([O:17][CH3:18])=[O:16])=[CH:9]2)=[CH:5][CH:4]=1.[H][H]. The catalyst is C(O)C.[Pd]. The product is [CH3:1][O:2][C:3]1[CH:4]=[CH:5][C:6]([CH2:7][N:8]2[C:13](=[O:14])[CH2:12][CH2:11][CH:10]([C:15]([O:17][CH3:18])=[O:16])[CH2:9]2)=[CH:19][CH:20]=1. The yield is 0.993. (4) The reactants are [F:1][C:2]1[CH:31]=[C:30]([F:32])[CH:29]=[CH:28][C:3]=1[O:4][C:5]1[CH:10]=[CH:9][C:8]([S:11]([CH3:14])(=[O:13])=[O:12])=[CH:7][C:6]=1[C:15]1[C:16]2[CH:25]=[C:24]([CH2:26][OH:27])[NH:23][C:17]=2[C:18](=[O:22])[N:19]([CH3:21])[CH:20]=1.CC(OI1(OC(C)=O)(OC(C)=O)OC(=O)C2C1=CC=CC=2)=O.S(=O)(O)[O-].[Na+]. The catalyst is ClCCl.C(=O)(O)[O-].[Na+]. The product is [F:1][C:2]1[CH:31]=[C:30]([F:32])[CH:29]=[CH:28][C:3]=1[O:4][C:5]1[CH:10]=[CH:9][C:8]([S:11]([CH3:14])(=[O:12])=[O:13])=[CH:7][C:6]=1[C:15]1[C:16]2[CH:25]=[C:24]([CH:26]=[O:27])[NH:23][C:17]=2[C:18](=[O:22])[N:19]([CH3:21])[CH:20]=1. The yield is 0.700. (5) The reactants are [CH2:1]([C:5]1[N:6]=[C:7]([CH2:27][CH:28]2[CH2:30][CH2:29]2)[NH:8][C:9](=[O:26])[C:10]=1[CH2:11][C:12]1[CH:17]=[CH:16][C:15]([C:18]2[C:19]([C:24]#[N:25])=[CH:20][CH:21]=[CH:22][CH:23]=2)=[CH:14][CH:13]=1)[CH2:2][CH2:3][CH3:4].[O:31]1[C:35]2[CH:36]=[CH:37][C:38](B(O)O)=[CH:39][C:34]=2[CH2:33][CH2:32]1.N1C=CC=CC=1.C(N(CC)CC)C. The catalyst is C(OCC)(=O)C.C([O-])(=O)C.[Cu+2].C([O-])(=O)C.ClCCl. The product is [CH2:1]([C:5]1[N:6]=[C:7]([CH2:27][CH:28]2[CH2:29][CH2:30]2)[N:8]([C:38]2[CH:37]=[CH:36][C:35]3[O:31][CH2:32][CH2:33][C:34]=3[CH:39]=2)[C:9](=[O:26])[C:10]=1[CH2:11][C:12]1[CH:17]=[CH:16][C:15]([C:18]2[C:19]([C:24]#[N:25])=[CH:20][CH:21]=[CH:22][CH:23]=2)=[CH:14][CH:13]=1)[CH2:2][CH2:3][CH3:4]. The yield is 0.760. (6) The reactants are [H-].[Na+].[C:3]1([OH:9])[CH:8]=[CH:7][CH:6]=[CH:5][CH:4]=1.[Br:10][C:11]1[CH:12]=[N:13][CH:14]=[C:15](Br)[CH:16]=1.[OH-].[Na+]. The catalyst is CN(C=O)C.O. The product is [Br:10][C:11]1[CH:12]=[N:13][CH:14]=[C:15]([O:9][C:3]2[CH:8]=[CH:7][CH:6]=[CH:5][CH:4]=2)[CH:16]=1. The yield is 0.680.